Dataset: Forward reaction prediction with 1.9M reactions from USPTO patents (1976-2016). Task: Predict the product of the given reaction. Given the reactants Br[C:2]1[O:6][C:5]([C:7]2[N:12]([CH2:13][C:14]3[CH:19]=[CH:18][C:17]([F:20])=[CH:16][C:15]=3[F:21])[C:11](=[O:22])[C:10]([C:23]#[N:24])=[C:9]([C:25]([F:28])([F:27])[F:26])[CH:8]=2)=[CH:4][CH:3]=1.[CH2:29]([S:31][C:32]1[CH:33]=[C:34](B2OC(C)(C)C(C)(C)O2)[CH:35]=[C:36]([C:38]([F:41])([F:40])[F:39])[CH:37]=1)[CH3:30].C([O-])([O-])=O.[K+].[K+], predict the reaction product. The product is: [F:21][C:15]1[CH:16]=[C:17]([F:20])[CH:18]=[CH:19][C:14]=1[CH2:13][N:12]1[C:7]([C:5]2[O:6][C:2]([C:34]3[CH:35]=[C:36]([C:38]([F:40])([F:39])[F:41])[CH:37]=[C:32]([S:31][CH2:29][CH3:30])[CH:33]=3)=[CH:3][CH:4]=2)=[CH:8][C:9]([C:25]([F:28])([F:27])[F:26])=[C:10]([C:23]#[N:24])[C:11]1=[O:22].